Dataset: Forward reaction prediction with 1.9M reactions from USPTO patents (1976-2016). Task: Predict the product of the given reaction. The product is: [O:2]1[CH2:8][CH2:7][CH2:6][N:5]([CH2:9][C:11]2[CH:12]=[CH:13][C:14]([C:17]#[C:18][C:19]3[CH:20]=[CH:21][C:22]([C:23]([O:25][CH2:26][CH3:27])=[O:24])=[CH:28][CH:29]=3)=[CH:15][CH:16]=2)[CH2:4][CH2:3]1. Given the reactants Cl.[O:2]1[CH2:8][CH2:7][CH2:6][NH:5][CH2:4][CH2:3]1.[CH:9]([C:11]1[CH:16]=[CH:15][C:14]([C:17]#[C:18][C:19]2[CH:29]=[CH:28][C:22]([C:23]([O:25][CH2:26][CH3:27])=[O:24])=[CH:21][CH:20]=2)=[CH:13][CH:12]=1)=O.C(O[BH-](OC(=O)C)OC(=O)C)(=O)C.[Na+].C(=O)([O-])O.[Na+], predict the reaction product.